Dataset: Peptide-MHC class II binding affinity with 134,281 pairs from IEDB. Task: Regression. Given a peptide amino acid sequence and an MHC pseudo amino acid sequence, predict their binding affinity value. This is MHC class II binding data. (1) The peptide sequence is KGTSYKICTDKMFFV. The binding affinity (normalized) is 0.439. The MHC is DRB1_0701 with pseudo-sequence DRB1_0701. (2) The peptide sequence is VTMNDVKIEYSGTNN. The MHC is HLA-DQA10301-DQB10302 with pseudo-sequence HLA-DQA10301-DQB10302. The binding affinity (normalized) is 0.230. (3) The peptide sequence is HSLGKPLGHPDKF. The MHC is H-2-IAs with pseudo-sequence H-2-IAs. The binding affinity (normalized) is 0.434. (4) The peptide sequence is DSNYKLAVDGLLSKV. The binding affinity (normalized) is 0.736. The MHC is DRB1_0101 with pseudo-sequence DRB1_0101. (5) The peptide sequence is HMAKEDLVANQPNLK. The MHC is HLA-DQA10501-DQB10301 with pseudo-sequence HLA-DQA10501-DQB10301. The binding affinity (normalized) is 0. (6) The peptide sequence is CCAFKNQKKIRGILE. The MHC is DRB1_0301 with pseudo-sequence DRB1_0301. The binding affinity (normalized) is 0.